From a dataset of Catalyst prediction with 721,799 reactions and 888 catalyst types from USPTO. Predict which catalyst facilitates the given reaction. (1) Reactant: [NH2:1][C:2]([NH2:4])=[O:3].O=[C:6]1[CH:10]([C:11]2[CH:12]=[N:13][C:14]([C:17]([F:20])([F:19])[F:18])=[CH:15][CH:16]=2)[CH2:9][CH2:8][CH:7]1[C:21](OCC)=[O:22].O. Product: [F:19][C:17]([F:18])([F:20])[C:14]1[N:13]=[CH:12][C:11]([CH:10]2[C:6]3[N:1]=[C:2]([OH:3])[N:4]=[C:21]([OH:22])[C:7]=3[CH2:8][CH2:9]2)=[CH:16][CH:15]=1. The catalyst class is: 5. (2) Reactant: C[O:2][C:3]([C:5]1[CH:10]=[CH:9][C:8](=[O:11])[N:7]([CH3:12])[CH:6]=1)=O.O.[NH2:14][NH2:15]. Product: [CH3:12][N:7]1[C:8](=[O:11])[CH:9]=[CH:10][C:5]([C:3]([NH:14][NH2:15])=[O:2])=[CH:6]1. The catalyst class is: 8. (3) Reactant: [CH2:1]([O:3][C:4](=[O:23])[CH:5]([OH:22])[CH2:6][N:7]([CH2:15][C:16]1[CH:21]=[CH:20][CH:19]=[CH:18][CH:17]=1)[CH2:8][C:9]1[CH:14]=[CH:13][CH:12]=[CH:11][CH:10]=1)[CH3:2].[C:24]([Si:28](Cl)([C:35]1[CH:40]=[CH:39][CH:38]=[CH:37][CH:36]=1)[C:29]1[CH:34]=[CH:33][CH:32]=[CH:31][CH:30]=1)([CH3:27])([CH3:26])[CH3:25].N1C=CN=C1. The catalyst class is: 239. Product: [CH2:1]([O:3][C:4](=[O:23])[CH:5]([O:22][Si:28]([C:24]([CH3:27])([CH3:26])[CH3:25])([C:35]1[CH:36]=[CH:37][CH:38]=[CH:39][CH:40]=1)[C:29]1[CH:34]=[CH:33][CH:32]=[CH:31][CH:30]=1)[CH2:6][N:7]([CH2:15][C:16]1[CH:17]=[CH:18][CH:19]=[CH:20][CH:21]=1)[CH2:8][C:9]1[CH:10]=[CH:11][CH:12]=[CH:13][CH:14]=1)[CH3:2]. (4) Reactant: [NH:1]([C:3]1[N:4]=[N:5][C:6]2[C:7]3[CH:16]=[CH:15][CH:14]=[CH:13][C:8]=3[CH2:9][CH2:10][C:11]=2[CH:12]=1)[NH2:2].[C:17](/[N:19]=[C:20](\OC1C=CC=CC=1)/[NH:21][C:22]1[CH:27]=[CH:26][C:25]([N:28]2[CH2:33][CH2:32][CH:31]([N:34]3[CH2:38][CH2:37][CH2:36][CH2:35]3)[CH2:30][CH2:29]2)=[C:24]([F:39])[CH:23]=1)#[N:18]. Product: [N:5]1[C:6]2[C:7]3[CH:16]=[CH:15][CH:14]=[CH:13][C:8]=3[CH2:9][CH2:10][C:11]=2[CH:12]=[C:3]([N:1]2[C:17]([NH2:18])=[N:19][C:20]([NH:21][C:22]3[CH:27]=[CH:26][C:25]([N:28]4[CH2:33][CH2:32][CH:31]([N:34]5[CH2:38][CH2:37][CH2:36][CH2:35]5)[CH2:30][CH2:29]4)=[C:24]([F:39])[CH:23]=3)=[N:2]2)[N:4]=1. The catalyst class is: 32.